From a dataset of HIV replication inhibition screening data with 41,000+ compounds from the AIDS Antiviral Screen. Binary Classification. Given a drug SMILES string, predict its activity (active/inactive) in a high-throughput screening assay against a specified biological target. (1) The result is 0 (inactive). The drug is O=C(O)C1=NN(c2ccc(S(=O)(=O)O)cc2)C(=O)C1N=Nc1ccc(S(=O)(=O)O)cc1. (2) The drug is Cn1c(=O)c(C(=O)NC(=O)OCc2ccccc2)cn(CCCOC(=O)CCCCCCCCC(=O)OCCCn2cc(C(=O)NC(=O)OCc3ccccc3)c(=O)n(C)c2=O)c1=O. The result is 0 (inactive). (3) The compound is N#CC(=CNC(=S)NN=C1C(=O)Nc2ccccc21)C(N)=O. The result is 0 (inactive). (4) The molecule is Cc1ccc(S(=O)(=O)N(CCN)c2cc3c4c(c2)Oc2cccc5c2C4c2c(cccc2O3)O5)cc1. The result is 0 (inactive). (5) The drug is O=C1CC(=O)Nc2ccccc2N1. The result is 0 (inactive).